The task is: Predict which catalyst facilitates the given reaction.. This data is from Catalyst prediction with 721,799 reactions and 888 catalyst types from USPTO. (1) Reactant: F[C:2]1[CH:7]=[CH:6][C:5]([N+:8]([O-:10])=[O:9])=[CH:4][CH:3]=1.[Br:11][C:12]1[NH:13][CH:14]=[CH:15][N:16]=1.C(=O)([O-])[O-].[K+].[K+]. Product: [Br:11][C:12]1[N:13]([C:2]2[CH:7]=[CH:6][C:5]([N+:8]([O-:10])=[O:9])=[CH:4][CH:3]=2)[CH:14]=[CH:15][N:16]=1. The catalyst class is: 9. (2) Reactant: [CH2:1]([O:3][CH:4]([O:11][CH2:12][CH3:13])[C:5]1[CH:10]=[CH:9][N:8]=[CH:7][CH:6]=1)[CH3:2].[I:14][CH3:15]. Product: [I-:14].[CH2:12]([O:11][CH:4]([O:3][CH2:1][CH3:2])[C:5]1[CH:6]=[CH:7][N+:8]([CH3:15])=[CH:9][CH:10]=1)[CH3:13]. The catalyst class is: 4. (3) Reactant: [Br:1][C:2]([CH2:4][CH2:5][O:6][CH:7]([O:9][CH2:10][CH3:11])[CH3:8])=[CH2:3].[OH-].[K+].[CH:14]([Br:17])(Br)[Br:15].[Br-].[Br-].C([N+](C)(C)CC[N+](CC1C=CC=CC=1)(C)C)C1C=CC=CC=1. Product: [Br:15][C:14]1([Br:17])[CH2:3][C:2]1([Br:1])[CH2:4][CH2:5][O:6][CH:7]([O:9][CH2:10][CH3:11])[CH3:8]. The catalyst class is: 34. (4) Reactant: Cl[C:2]1[N:7]=[C:6]([Cl:8])[N:5]=[C:4]([Cl:9])[N:3]=1.[OH-].[NH4+:11]. Product: [NH2:11][C:2]1[N:7]=[C:6]([Cl:8])[N:5]=[C:4]([Cl:9])[N:3]=1. The catalyst class is: 21. (5) Reactant: [Cl:1][C:2]1[CH:7]=[CH:6][C:5]([C:8]2[CH:13]=[N:12][N:11]3[C:14](=[O:17])[NH:15][N:16]=[C:10]3[C:9]=2[C:18]2[CH:23]=[CH:22][C:21]([Cl:24])=[CH:20][CH:19]=2)=[CH:4][CH:3]=1.[C:25]([O:28][C:29]1[CH:34]=[CH:33][CH:32]=[CH:31][C:30]=1[CH2:35]Cl)(=[O:27])[CH3:26].C([O-])([O-])=O.[K+].[K+]. Product: [C:25]([O:28][C:29]1[CH:34]=[CH:33][CH:32]=[CH:31][C:30]=1[CH2:35][N:15]1[C:14](=[O:17])[N:11]2[N:12]=[CH:13][C:8]([C:5]3[CH:6]=[CH:7][C:2]([Cl:1])=[CH:3][CH:4]=3)=[C:9]([C:18]3[CH:23]=[CH:22][C:21]([Cl:24])=[CH:20][CH:19]=3)[C:10]2=[N:16]1)(=[O:27])[CH3:26]. The catalyst class is: 31.